This data is from Forward reaction prediction with 1.9M reactions from USPTO patents (1976-2016). The task is: Predict the product of the given reaction. (1) Given the reactants [C:1]1([CH3:9])[CH:6]=[C:5]([CH3:7])[CH:4]=[C:3]([CH3:8])[CH:2]=1.[O:10]=O.CC1C=C(C)C=C(C)C=1CC1C=C(C)C=C(C)C=1, predict the reaction product. The product is: [CH3:9][C:1]1[CH:6]=[C:5]([CH3:7])[CH:4]=[C:3]([CH3:8])[C:2]=1[OH:10]. (2) Given the reactants [CH3:1][C:2]([S:23]([CH3:26])(=[O:25])=[O:24])([CH2:6][CH2:7][C:8]1[CH:13]=[CH:12][C:11]([B:14]2[O:18][C:17]([CH3:20])([CH3:19])[C:16]([CH3:22])([CH3:21])[O:15]2)=[CH:10][CH:9]=1)[C:3]([OH:5])=O.[O:27]1[CH2:32][CH2:31][CH2:30][CH2:29][CH:28]1[O:33][NH2:34].BrC1C=CC(CCC(C)(S(C)(=O)=O)C(NOC2CCCCO2)=O)=CC=1, predict the reaction product. The product is: [CH3:1][C:2]([S:23]([CH3:26])(=[O:24])=[O:25])([CH2:6][CH2:7][C:8]1[CH:13]=[CH:12][C:11]([B:14]2[O:15][C:16]([CH3:21])([CH3:22])[C:17]([CH3:20])([CH3:19])[O:18]2)=[CH:10][CH:9]=1)[C:3]([NH:34][O:33][CH:28]1[CH2:29][CH2:30][CH2:31][CH2:32][O:27]1)=[O:5]. (3) Given the reactants [CH3:1][O:2][C:3]1[CH:8]=[CH:7][C:6]([CH2:9][C:10]([O:12][CH3:13])=[O:11])=[CH:5][CH:4]=1.CO[CH:16](OC)[N:17]([CH3:19])[CH3:18], predict the reaction product. The product is: [CH3:13][O:12][C:10](=[O:11])[C:9]([C:6]1[CH:5]=[CH:4][C:3]([O:2][CH3:1])=[CH:8][CH:7]=1)=[CH:16][N:17]([CH3:19])[CH3:18]. (4) Given the reactants Br[C:2]1[CH:7]=[CH:6][C:5]([S:8]([NH:11][C:12]2[S:13][CH:14]=[CH:15][N:16]=2)(=[O:10])=[O:9])=[CH:4][CH:3]=1.C(O)(=O)C.[NH:21]1[CH2:24][CH:23]([NH:25][C:26](=[O:32])[O:27][C:28]([CH3:31])([CH3:30])[CH3:29])[CH2:22]1.C1(C2C=CC=CC=2)C=CC=CC=1P(C(C)(C)C)C(C)(C)C.O, predict the reaction product. The product is: [S:13]1[CH:14]=[CH:15][N:16]=[C:12]1[NH:11][S:8]([C:5]1[CH:6]=[CH:7][C:2]([N:21]2[CH2:24][CH:23]([NH:25][C:26](=[O:32])[O:27][C:28]([CH3:30])([CH3:29])[CH3:31])[CH2:22]2)=[CH:3][CH:4]=1)(=[O:10])=[O:9].